Dataset: Catalyst prediction with 721,799 reactions and 888 catalyst types from USPTO. Task: Predict which catalyst facilitates the given reaction. (1) Reactant: [OH-].[K+].[CH3:3][O:4][C:5](=[O:27])[CH:6]([NH:15][C:16]([CH3:26])=[CH:17][C:18](=[O:25])[C:19]1[CH:20]=[N:21][CH:22]=[CH:23][CH:24]=1)[CH2:7][C:8]1[CH:13]=[CH:12][C:11]([OH:14])=[CH:10][CH:9]=1.[Br:28][CH2:29][CH2:30]Br. Product: [CH3:3][O:4][C:5](=[O:27])[CH:6]([NH:15][C:16]([CH3:26])=[CH:17][C:18](=[O:25])[C:19]1[CH:20]=[N:21][CH:22]=[CH:23][CH:24]=1)[CH2:7][C:8]1[CH:13]=[CH:12][C:11]([O:14][CH2:30][CH2:29][Br:28])=[CH:10][CH:9]=1. The catalyst class is: 8. (2) Reactant: [Br:1][C:2]1[CH:3]=[C:4]([CH2:9][NH2:10])[CH:5]=[CH:6][C:7]=1[F:8].[CH3:11][C:12]([O:15][C:16]([N:18]1[CH2:23][CH2:22][CH:21]([CH2:24][C:25]2[CH:26]=[C:27]([CH:31]=[CH:32][CH:33]=2)[C:28](O)=[O:29])[CH2:20][CH2:19]1)=[O:17])([CH3:14])[CH3:13].CN(C(ON1N=NC2C=CC=NC1=2)=[N+](C)C)C.F[P-](F)(F)(F)(F)F.C(N(C(C)C)CC)(C)C. Product: [Br:1][C:2]1[CH:3]=[C:4]([CH2:9][NH:10][C:28]([C:27]2[CH:26]=[C:25]([CH2:24][CH:21]3[CH2:22][CH2:23][N:18]([C:16]([O:15][C:12]([CH3:14])([CH3:13])[CH3:11])=[O:17])[CH2:19][CH2:20]3)[CH:33]=[CH:32][CH:31]=2)=[O:29])[CH:5]=[CH:6][C:7]=1[F:8]. The catalyst class is: 31. (3) Reactant: Br[C:2]1[CH:7]=[CH:6][C:5]([Cl:8])=[CH:4][C:3]=1[CH3:9].[CH3:10][O:11][C:12]1[CH:17]=[CH:16][CH:15]=[CH:14][C:13]=1B(O)O.C(=O)([O-])[O-].[K+].[K+]. Product: [CH3:10][O:11][C:12]1[C:13]([C:2]2[CH:7]=[CH:6][C:5]([Cl:8])=[CH:4][C:3]=2[CH3:9])=[CH:14][CH:15]=[CH:16][CH:17]=1. The catalyst class is: 608. (4) Reactant: [OH-].[Li+].[F:3][C:4]1[CH:9]=[C:8]([F:10])[CH:7]=[CH:6][C:5]=1[NH:11][C:12]1[N:21]=[CH:20][CH:19]=[CH:18][C:13]=1[C:14]([O:16]C)=[O:15]. Product: [F:3][C:4]1[CH:9]=[C:8]([F:10])[CH:7]=[CH:6][C:5]=1[NH:11][C:12]1[N:21]=[CH:20][CH:19]=[CH:18][C:13]=1[C:14]([OH:16])=[O:15]. The catalyst class is: 20. (5) Reactant: Br[C:2]1[C:3]2[N:4]([N:30]=[CH:31][N:32]=2)[CH:5]=[C:6]([C:8]2[CH:9]=[C:10]([CH:27]=[CH:28][CH:29]=2)[C:11]([N:13]2[CH2:19][CH2:18][CH2:17][N:16]([C:20]([O:22][C:23]([CH3:26])([CH3:25])[CH3:24])=[O:21])[CH2:15][CH2:14]2)=[O:12])[CH:7]=1.[CH3:33][O:34][C:35]1[CH:36]=[CH:37][C:38]([NH2:43])=[N:39][C:40]=1[O:41][CH3:42].CC(C1C=C(C(C)C)C(C2C=CC=CC=2P(C2CCCCC2)C2CCCCC2)=C(C(C)C)C=1)C.C([O-])([O-])=O.[Cs+].[Cs+]. Product: [CH3:33][O:34][C:35]1[CH:36]=[CH:37][C:38]([NH:43][C:2]2[C:3]3[N:4]([N:30]=[CH:31][N:32]=3)[CH:5]=[C:6]([C:8]3[CH:9]=[C:10]([CH:27]=[CH:28][CH:29]=3)[C:11]([N:13]3[CH2:19][CH2:18][CH2:17][N:16]([C:20]([O:22][C:23]([CH3:26])([CH3:25])[CH3:24])=[O:21])[CH2:15][CH2:14]3)=[O:12])[CH:7]=2)=[N:39][C:40]=1[O:41][CH3:42]. The catalyst class is: 62. (6) Reactant: C(N(CC)CC)C.[CH3:8][C:9]([S:12](Cl)=[O:13])([CH3:11])[CH3:10].C1(C)C=CC(S(O)(=O)=O)=CC=1.[NH2:26][C@H:27]1[CH2:32][CH2:31][C@H:30]([C:33]([O:35][CH3:36])=[O:34])[CH2:29][CH2:28]1.O. Product: [CH3:8][C:9]([S:12]([NH:26][C@H:27]1[CH2:28][CH2:29][C@H:30]([C:33]([O:35][CH3:36])=[O:34])[CH2:31][CH2:32]1)=[O:13])([CH3:11])[CH3:10]. The catalyst class is: 7. (7) Reactant: [CH3:1][N:2]1[CH2:7][CH2:6][N:5]([C:8]2[CH:9]=[CH:10][C:11]3[N:15]=[C:14]([C:16]4[C:20]([NH:21][C:22](=[O:30])[N:23]([CH2:27][CH2:28][CH3:29])[CH2:24][CH2:25][CH3:26])=[CH:19][N:18](C5CCCCO5)[N:17]=4)[NH:13][C:12]=3[CH:37]=2)[CH2:4][CH2:3]1.Cl. Product: [CH3:1][N:2]1[CH2:7][CH2:6][N:5]([C:8]2[CH:9]=[CH:10][C:11]3[N:15]=[C:14]([C:16]4[C:20]([NH:21][C:22](=[O:30])[N:23]([CH2:27][CH2:28][CH3:29])[CH2:24][CH2:25][CH3:26])=[CH:19][NH:18][N:17]=4)[NH:13][C:12]=3[CH:37]=2)[CH2:4][CH2:3]1. The catalyst class is: 758.